From a dataset of HIV replication inhibition screening data with 41,000+ compounds from the AIDS Antiviral Screen. Binary Classification. Given a drug SMILES string, predict its activity (active/inactive) in a high-throughput screening assay against a specified biological target. (1) The drug is O=C1C=CC2(C=C1)CCC(=O)O2. The result is 0 (inactive). (2) The compound is CCOC(=O)C1CCN(C(=O)c2ccccc2)c2scc(-c3ccccc3)c2C1=O. The result is 0 (inactive). (3) The drug is Cc1c2ccccc2n[c-](CSc2ccccc2)[n+]1=O. The result is 1 (active). (4) The compound is CC(C)OC(=O)c1ccc(NCc2cc(O)ccc2O)cc1. The result is 0 (inactive). (5) The molecule is CC(=O)CC(=O)Nc1c(C)c([Hg]OC(C)=O)c(C)c([Hg]OC(C)=O)c1[Hg]OC(C)=O. The result is 0 (inactive). (6) The drug is O=C(Nc1cc2c(oc1=O)CCCCC2)c1cnccn1. The result is 0 (inactive). (7) The compound is CNN=C(C(=O)Nc1ccc(C)c(C)c1)C(C(=O)OC)c1nc2ccc([N+](=O)[O-])cc2nc1O. The result is 0 (inactive). (8) The compound is Cc1ccc(C2(O)c3ccccc3C(=O)N(C)C2(O)c2ccc(C)cc2)cc1. The result is 0 (inactive).